Dataset: Reaction yield outcomes from USPTO patents with 853,638 reactions. Task: Predict the reaction yield, written as a fraction of the theoretical maximum amount of product (1.0 means a 100% yield; for example, 0.34 means a 34% yield). (1) The reactants are Cl[C:2]1[C:11]2[C:6](=[CH:7][CH:8]=[C:9]([Cl:12])[CH:10]=2)[N:5]=[C:4]([CH2:13][Cl:14])[N:3]=1.[NH:15]1[CH2:20][CH2:19][O:18][CH2:17][CH2:16]1.C(N(CC)CC)C. The catalyst is C1COCC1.CCOC(C)=O.C([O-])([O-])=O.[Na+].[Na+]. The product is [Cl:12][C:9]1[CH:10]=[C:11]2[C:6](=[CH:7][CH:8]=1)[N:5]=[C:4]([CH2:13][Cl:14])[N:3]=[C:2]2[N:15]1[CH2:20][CH2:19][O:18][CH2:17][CH2:16]1. The yield is 0.650. (2) The reactants are C(OC([NH:8][C@H:9]([CH2:22][C:23]1[CH:28]=[C:27]([F:29])[C:26]([F:30])=[CH:25][C:24]=1[F:31])[CH2:10][C:11]([N:13]1[CH2:17][CH2:16][S:15][CH:14]1[C:18]([O:20][CH3:21])=[O:19])=[O:12])=O)(C)(C)C.[ClH:32].O1CCOCC1. The catalyst is CCOC(C)=O. The product is [ClH:32].[NH2:8][C@H:9]([CH2:22][C:23]1[CH:28]=[C:27]([F:29])[C:26]([F:30])=[CH:25][C:24]=1[F:31])[CH2:10][C:11]([N:13]1[CH2:17][CH2:16][S:15][CH:14]1[C:18]([O:20][CH3:21])=[O:19])=[O:12]. The yield is 0.970. (3) The reactants are [CH3:1][C:2]([CH3:25])([CH2:11][CH2:12][CH2:13][N:14]1C(=O)C2=CC=CC=C2C1=O)[CH2:3][O:4][CH:5]1[CH2:10][CH2:9][CH2:8][CH2:7][O:6]1.O.NN. The catalyst is C(O)C.C(Cl)Cl. The product is [CH3:1][C:2]([CH3:25])([CH2:3][O:4][CH:5]1[CH2:10][CH2:9][CH2:8][CH2:7][O:6]1)[CH2:11][CH2:12][CH2:13][NH2:14]. The yield is 0.600. (4) The reactants are CO[C:3]([C:5]1[N:6]=[C:7]([C:23]#[N:24])[C:8]2[C:13]([C:14]=1[OH:15])=[CH:12][CH:11]=[C:10]([O:16][C:17]1[CH:22]=[CH:21][CH:20]=[CH:19][CH:18]=1)[CH:9]=2)=[O:4].[NH2:25][CH2:26][C@H:27]([NH:31][C:32]([O:34][CH2:35][C:36]1[CH:41]=[CH:40][CH:39]=[CH:38][CH:37]=1)=[O:33])[C:28]([OH:30])=[O:29].C[O-].[Na+]. The catalyst is COCCO. The product is [CH2:35]([O:34][C:32]([NH:31][C@@H:27]([CH2:26][NH:25][C:3]([C:5]1[N:6]=[C:7]([C:23]#[N:24])[C:8]2[C:13]([C:14]=1[OH:15])=[CH:12][CH:11]=[C:10]([O:16][C:17]1[CH:18]=[CH:19][CH:20]=[CH:21][CH:22]=1)[CH:9]=2)=[O:4])[C:28]([OH:30])=[O:29])=[O:33])[C:36]1[CH:37]=[CH:38][CH:39]=[CH:40][CH:41]=1. The yield is 0.280. (5) The reactants are [C:1]([C:3]1[C:8]([O:9][CH2:10][C:11]([O:13][CH2:14][CH3:15])=[O:12])=[N:7][C:6]([N:16]([CH3:18])[CH3:17])=[C:5]2[CH2:19][O:20][C:21]([CH3:24])([CH3:23])[CH2:22][C:4]=12)#[N:2].C(=O)([O-])[O-].[Cs+].[Cs+]. The catalyst is CN(C=O)C. The product is [NH2:2][C:1]1[C:3]2[C:8](=[N:7][C:6]([N:16]([CH3:18])[CH3:17])=[C:5]3[CH2:19][O:20][C:21]([CH3:23])([CH3:24])[CH2:22][C:4]3=2)[O:9][C:10]=1[C:11]([O:13][CH2:14][CH3:15])=[O:12]. The yield is 0.740. (6) The reactants are [OH-].[CH3:2][N+:3]([CH3:8])([CH3:7])[CH2:4][CH2:5][CH3:6].[C:9]([OH:12])(=[O:11])[CH3:10]. The catalyst is CO. The product is [C:9]([O-:12])(=[O:11])[CH3:10].[CH3:2][N+:3]([CH3:8])([CH3:7])[CH2:4][CH2:5][CH3:6]. The yield is 1.00. (7) The reactants are Cl[C:2]1[N:7]=[C:6]([C:8]2[N:12]3[CH:13]=[CH:14][CH:15]=[CH:16][C:11]3=[N:10][C:9]=2[C:17]2[CH:18]=[CH:19][C:20]([O:34][CH3:35])=[C:21]([CH:33]=2)[C:22]([NH:24][C:25]2[C:30]([F:31])=[CH:29][CH:28]=[CH:27][C:26]=2[F:32])=[O:23])[CH:5]=[CH:4][N:3]=1.[CH2:36]([O:38][C:39]1[CH:45]=[C:44]([N:46]2[CH2:51][CH2:50][N:49]([CH2:52][CH2:53][S:54]([CH3:57])(=[O:56])=[O:55])[CH2:48][CH2:47]2)[CH:43]=[CH:42][C:40]=1[NH2:41])[CH3:37].C1(C)C=CC(S(O)(=O)=O)=CC=1.C[O-].[Na+]. The yield is 0.440. The catalyst is C(Cl)Cl.CC(O)C. The product is [F:32][C:26]1[CH:27]=[CH:28][CH:29]=[C:30]([F:31])[C:25]=1[NH:24][C:22](=[O:23])[C:21]1[CH:33]=[C:17]([C:9]2[N:10]=[C:11]3[CH:16]=[CH:15][CH:14]=[CH:13][N:12]3[C:8]=2[C:6]2[CH:5]=[CH:4][N:3]=[C:2]([NH:41][C:40]3[CH:42]=[CH:43][C:44]([N:46]4[CH2:51][CH2:50][N:49]([CH2:52][CH2:53][S:54]([CH3:57])(=[O:56])=[O:55])[CH2:48][CH2:47]4)=[CH:45][C:39]=3[O:38][CH2:36][CH3:37])[N:7]=2)[CH:18]=[CH:19][C:20]=1[O:34][CH3:35]. (8) The reactants are [OH:1][CH:2]([CH2:14][CH3:15])[CH:3]=[C:4]1C(=O)OC(C)(C)OC1=O.CC1(C)OC(=O)CC(=O)O1.C(Cl)(=O)CC.[C:31]([OH:40])(=[O:39])[C:32]1[C:33](=[CH:35][CH:36]=[CH:37][CH:38]=1)[NH2:34].C(OC(=O)C)(=O)C. The catalyst is C1C=CC=CC=1.O1CCCC1.CC(C)=O. The product is [O:1]=[C:2]([CH2:14][CH3:15])[CH2:3][C:4]1[O:39][C:31](=[O:40])[C:32]2[CH:38]=[CH:37][CH:36]=[CH:35][C:33]=2[N:34]=1. The yield is 0.330. (9) The reactants are [S:1]1[CH:5]=[CH:4][CH:3]=[C:2]1[S:6]([NH:9][C:10]1[CH:11]=[CH:12][CH:13]=[C:14]2[C:18]=1[NH:17][C:16]([C:19]([NH2:21])=O)=[CH:15]2)(=[O:8])=[O:7].FC(F)(F)C(OC(=O)C(F)(F)F)=O. The catalyst is N1C=CC=CC=1. The product is [C:19]([C:16]1[NH:17][C:18]2[C:14]([CH:15]=1)=[CH:13][CH:12]=[CH:11][C:10]=2[NH:9][S:6]([C:2]1[S:1][CH:5]=[CH:4][CH:3]=1)(=[O:7])=[O:8])#[N:21]. The yield is 0.920. (10) The reactants are [NH2:1][C:2]1[CH:3]=[C:4]2[C:9](=[C:10]([CH3:12])[CH:11]=1)[N:8]=[CH:7][C:6]([C:13]#[N:14])=[C:5]2[NH:15][C:16]1[CH:21]=[CH:20][CH:19]=[C:18]([Br:22])[CH:17]=1.[CH:23](=O)[C:24]1[CH:29]=[CH:28][CH:27]=[N:26][CH:25]=1.[BH3-]C#N.[Na+]. The catalyst is CCO. The product is [Br:22][C:18]1[CH:17]=[C:16]([NH:15][C:5]2[C:4]3[C:9](=[C:10]([CH3:12])[CH:11]=[C:2]([NH:1][CH2:23][C:24]4[CH:25]=[N:26][CH:27]=[CH:28][CH:29]=4)[CH:3]=3)[N:8]=[CH:7][C:6]=2[C:13]#[N:14])[CH:21]=[CH:20][CH:19]=1. The yield is 0.810.